Dataset: Forward reaction prediction with 1.9M reactions from USPTO patents (1976-2016). Task: Predict the product of the given reaction. (1) The product is: [NH2:19][C:3]1[C:2]([Cl:1])=[CH:11][C:6]([C:7]([O:9][CH3:10])=[O:8])=[C:5]([C:12]2[CH:17]=[CH:16][CH:15]=[C:14]([F:18])[CH:13]=2)[N:4]=1. Given the reactants [Cl:1][C:2]1[C:3]([NH:19]CC2C=CC(OC)=C(OC)C=2)=[N:4][C:5]([C:12]2[CH:17]=[CH:16][CH:15]=[C:14]([F:18])[CH:13]=2)=[C:6]([CH:11]=1)[C:7]([O:9][CH3:10])=[O:8].FC(F)(F)C(O)=O, predict the reaction product. (2) Given the reactants [OH:1][C:2]1[CH:7]=[CH:6][C:5]([N+:8]([O-:10])=[O:9])=[CH:4][C:3]=1[C:11]([N:13]1[CH2:18][CH2:17][N:16]([C:19]2[CH:24]=[CH:23][C:22]([C:25]([F:28])([F:27])[F:26])=[CH:21][CH:20]=2)[CH2:15][CH2:14]1)=[O:12].[F:29][CH2:30][CH:31](O)[CH2:32][F:33].C1(P(C2C=CC=CC=2)C2C=CC=CC=2)C=CC=CC=1.CC(OC(/N=N/C(OC(C)C)=O)=O)C, predict the reaction product. The product is: [F:29][CH2:30][CH:31]([CH2:32][F:33])[O:1][C:2]1[CH:7]=[CH:6][C:5]([N+:8]([O-:10])=[O:9])=[CH:4][C:3]=1[C:11]([N:13]1[CH2:18][CH2:17][N:16]([C:19]2[CH:24]=[CH:23][C:22]([C:25]([F:28])([F:27])[F:26])=[CH:21][CH:20]=2)[CH2:15][CH2:14]1)=[O:12]. (3) The product is: [N:29]([CH2:2][CH2:3][CH2:4][S:5]([O:8][CH2:9][C:10]([CH3:28])([CH3:27])[C@@H:11]([O:19][CH2:20][C:21]1[CH:26]=[CH:25][CH:24]=[CH:23][CH:22]=1)[C:12]([O:14][CH2:15][CH:16]([CH3:18])[CH3:17])=[O:13])(=[O:7])=[O:6])=[N+:30]=[N-:31]. Given the reactants Cl[CH2:2][CH2:3][CH2:4][S:5]([O:8][CH2:9][C:10]([CH3:28])([CH3:27])[C@@H:11]([O:19][CH2:20][C:21]1[CH:26]=[CH:25][CH:24]=[CH:23][CH:22]=1)[C:12]([O:14][CH2:15][CH:16]([CH3:18])[CH3:17])=[O:13])(=[O:7])=[O:6].[N-:29]=[N+:30]=[N-:31].[Na+], predict the reaction product. (4) Given the reactants [CH:1]1([C:4]2[CH:5]=[N:6][CH:7]=[CH:8][C:9]=2[O:10][CH:11]([CH3:14])[CH2:12][F:13])[CH2:3][CH2:2]1.[N+:15]1([O-])C=CC=C[CH:16]=1.CN(C)C(Cl)=O.C[Si](C#N)(C)C, predict the reaction product. The product is: [CH:1]1([C:4]2[C:9]([O:10][CH:11]([CH3:14])[CH2:12][F:13])=[CH:8][C:7]([C:16]#[N:15])=[N:6][CH:5]=2)[CH2:3][CH2:2]1. (5) Given the reactants [Li]CCCC.[CH3:6][N:7]1[CH:11]=[CH:10][N:9]=[CH:8]1.Cl[Si](CC)(CC)CC.[Cl:20][C:21]1[CH:51]=[CH:50][C:24]([C:25]([C:27]2[CH:28]=[C:29]3[C:34](=[CH:35][CH:36]=2)[N:33]([CH3:37])[C:32](=[O:38])[CH:31]=[C:30]3[C:39]2[S:40][CH:41]=[C:42]([C:44]3C=CC=CC=3)[N:43]=2)=[O:26])=[CH:23][CH:22]=1, predict the reaction product. The product is: [Cl:20][C:21]1[CH:51]=[CH:50][C:24]([C:25]([OH:26])([C:11]2[N:7]([CH3:6])[CH:8]=[N:9][CH:10]=2)[C:27]2[CH:28]=[C:29]3[C:34](=[CH:35][CH:36]=2)[N:33]([CH3:37])[C:32](=[O:38])[CH:31]=[C:30]3[C:39]2[S:40][CH:41]=[C:42]([CH3:44])[N:43]=2)=[CH:23][CH:22]=1. (6) Given the reactants CN(C)/[CH:3]=[C:4]1\[CH2:5][CH2:6][CH2:7][C:8]([OH:17])([C:11]2[CH:12]=[N:13][CH:14]=[CH:15][CH:16]=2)[C:9]\1=O.[N+]([O-])(O)=O.[N+]([O-])(O)=O.[CH3:27][O:28][C:29]1[CH:30]=[C:31]([NH:41][C:42]([NH2:44])=[NH:43])[CH:32]=[CH:33][C:34]=1[N:35]1[CH:39]=[C:38]([CH3:40])[N:37]=[CH:36]1, predict the reaction product. The product is: [CH3:27][O:28][C:29]1[CH:30]=[C:31]([NH:41][C:42]2[N:44]=[CH:3][C:4]3[CH2:5][CH2:6][CH2:7][C:8]([C:11]4[CH:12]=[N:13][CH:14]=[CH:15][CH:16]=4)([OH:17])[C:9]=3[N:43]=2)[CH:32]=[CH:33][C:34]=1[N:35]1[CH:39]=[C:38]([CH3:40])[N:37]=[CH:36]1. (7) Given the reactants [CH3:1][S:2][C:3]1[N:10]2[C:6]([S:7][C:8]([C:11]3[C@H:12]([CH3:35])[C@@H:13]4[C@@H:30]([C@H:31]([OH:33])[CH3:32])[C:29](=[O:34])[N:14]4[C:15]=3[C:16]([O:18][CH2:19][C:20]3[CH:25]=[CH:24][C:23]([N+:26]([O-:28])=[O:27])=[CH:22][CH:21]=3)=[O:17])=[CH:9]2)=[C:5]([S:36][CH3:37])[N:4]=1.[F:38][C:39]([F:46])([F:45])[S:40]([O:43]C)(=[O:42])=[O:41], predict the reaction product. The product is: [F:38][C:39]([F:46])([F:45])[S:40]([O-:43])(=[O:42])=[O:41].[CH3:1][S:2][C:3]1[N:4]([CH3:39])[C:5]([S:36][CH3:37])=[C:6]2[N+:10]=1[CH:9]=[C:8]([C:11]1[C@H:12]([CH3:35])[C@@H:13]3[C@@H:30]([C@H:31]([OH:33])[CH3:32])[C:29](=[O:34])[N:14]3[C:15]=1[C:16]([O:18][CH2:19][C:20]1[CH:21]=[CH:22][C:23]([N+:26]([O-:28])=[O:27])=[CH:24][CH:25]=1)=[O:17])[S:7]2. (8) Given the reactants [Si:1](Cl)([C:4]([CH3:7])([CH3:6])[CH3:5])([CH3:3])[CH3:2].N1C=CN=C1.[CH3:14][O:15][C:16]([C:18]1[O:19][C:20]([C:23]2[CH:28]=[CH:27][C:26]([C:29]([CH2:40][CH3:41])([C:32]3[CH:37]=[CH:36][C:35]([OH:38])=[C:34]([CH3:39])[CH:33]=3)[CH2:30][CH3:31])=[CH:25][C:24]=2[CH3:42])=[CH:21][CH:22]=1)=[O:17].C(OCC)C, predict the reaction product. The product is: [CH3:14][O:15][C:16]([C:18]1[O:19][C:20]([C:23]2[CH:28]=[CH:27][C:26]([C:29]([C:32]3[CH:37]=[CH:36][C:35]([O:38][Si:1]([C:4]([CH3:7])([CH3:6])[CH3:5])([CH3:3])[CH3:2])=[C:34]([CH3:39])[CH:33]=3)([CH2:30][CH3:31])[CH2:40][CH3:41])=[CH:25][C:24]=2[CH3:42])=[CH:21][CH:22]=1)=[O:17]. (9) Given the reactants O[C:2]1[C:11]2[C:6](=[CH:7][CH:8]=[C:9]([C:12]([F:15])([F:14])[F:13])[CH:10]=2)[N:5]=[C:4]([C:16]#[N:17])[CH:3]=1.C1CN([P+](Br)(N2CCCC2)N2CCCC2)CC1.F[P-](F)(F)(F)(F)F.C(N(CC)CC)C.Cl.[NH2:50][CH2:51][C:52]([O:54][C:55]([CH3:58])([CH3:57])[CH3:56])=[O:53], predict the reaction product. The product is: [C:16]([C:4]1[CH:3]=[C:2]([NH:50][CH2:51][C:52]([O:54][C:55]([CH3:58])([CH3:57])[CH3:56])=[O:53])[C:11]2[C:6](=[CH:7][CH:8]=[C:9]([C:12]([F:15])([F:14])[F:13])[CH:10]=2)[N:5]=1)#[N:17]. (10) Given the reactants [CH2:1]([N:8]1[CH:12]=[C:11]([C:13]2[C:21]3[C:16](=[N:17][CH:18]=[C:19]([C:22]4[CH:23]=[CH:24][C:25]([N:28]5[CH2:33][CH2:32][N:31](C(OC(C)(C)C)=O)[CH2:30][CH2:29]5)=[N:26][CH:27]=4)[CH:20]=3)[N:15]([S:41]([C:44]3[CH:50]=[CH:49][C:47]([CH3:48])=[CH:46][CH:45]=3)(=[O:43])=[O:42])[CH:14]=2)[CH:10]=[N:9]1)[C:2]1[CH:7]=[CH:6][CH:5]=[CH:4][CH:3]=1, predict the reaction product. The product is: [CH2:1]([N:8]1[CH:12]=[C:11]([C:13]2[C:21]3[C:16](=[N:17][CH:18]=[C:19]([C:22]4[CH:27]=[N:26][C:25]([N:28]5[CH2:29][CH2:30][NH:31][CH2:32][CH2:33]5)=[CH:24][CH:23]=4)[CH:20]=3)[N:15]([S:41]([C:44]3[CH:45]=[CH:46][C:47]([CH3:48])=[CH:49][CH:50]=3)(=[O:42])=[O:43])[CH:14]=2)[CH:10]=[N:9]1)[C:2]1[CH:3]=[CH:4][CH:5]=[CH:6][CH:7]=1.